From a dataset of Full USPTO retrosynthesis dataset with 1.9M reactions from patents (1976-2016). Predict the reactants needed to synthesize the given product. (1) Given the product [O:19]1[CH2:20][CH2:21][O:22][CH:18]1[C:15]1[CH:16]=[CH:17][C:12]([O:11][C:4]2[CH:5]=[CH:6][C:7]([NH2:8])=[C:2]([CH3:1])[CH:3]=2)=[CH:13][CH:14]=1, predict the reactants needed to synthesize it. The reactants are: [CH3:1][C:2]1[CH:3]=[C:4]([O:11][C:12]2[CH:17]=[CH:16][C:15]([CH:18]3[O:22][CH2:21][CH2:20][O:19]3)=[CH:14][CH:13]=2)[CH:5]=[CH:6][C:7]=1[N+:8]([O-])=O. (2) Given the product [ClH:33].[C:17]1([CH2:16][O:15][C:11]2[CH:10]=[C:9]([C@@H:6]3[NH:5][C@H:4]([C:2]([NH2:1])=[O:3])[CH2:8][CH2:7]3)[CH:14]=[CH:13][CH:12]=2)[CH:18]=[CH:19][CH:20]=[CH:21][CH:22]=1, predict the reactants needed to synthesize it. The reactants are: [NH2:1][C:2]([C@@H:4]1[CH2:8][CH2:7][C@H:6]([C:9]2[CH:14]=[CH:13][CH:12]=[C:11]([O:15][CH2:16][C:17]3[CH:22]=[CH:21][CH:20]=[CH:19][CH:18]=3)[CH:10]=2)[N:5]1C(OC(C)(C)C)=O)=[O:3].C([Cl:33])(=O)C. (3) Given the product [N:28]([CH2:31][C@@H:32]([C:34]1[CH:35]=[CH:36][C:37]([O:43][CH2:44][C:45]2[CH:50]=[CH:49][CH:48]=[CH:47][CH:46]=2)=[C:38]([NH:40][CH:41]=[O:42])[CH:39]=1)[O:33][Si:21]([C:24]([CH3:27])([CH3:26])[CH3:25])([CH3:23])[CH3:22])=[N+:29]=[N-:30], predict the reactants needed to synthesize it. The reactants are: C(OC1C=CC([C@@H](O)CBr)=CC=1CO[Si:21]([C:24]([CH3:27])([CH3:26])[CH3:25])([CH3:23])[CH3:22])C1C=CC=CC=1.[N:28]([CH2:31][C@@H:32]([C:34]1[CH:35]=[CH:36][C:37]([O:43][CH2:44][C:45]2[CH:50]=[CH:49][CH:48]=[CH:47][CH:46]=2)=[C:38]([NH:40][CH:41]=[O:42])[CH:39]=1)[OH:33])=[N+:29]=[N-:30]. (4) Given the product [C:13]([S:15][CH2:2][N:3]1[CH2:8][CH2:7][N:6]([CH2:9][CH3:10])[C:5](=[O:11])[C:4]1=[O:12])(=[O:16])[CH3:14], predict the reactants needed to synthesize it. The reactants are: Cl[CH2:2][N:3]1[CH2:8][CH2:7][N:6]([CH2:9][CH3:10])[C:5](=[O:11])[C:4]1=[O:12].[C:13]([O-:16])(=[S:15])[CH3:14].[K+]. (5) The reactants are: [Br:1][C:2]1[CH:7]=[CH:6][C:5]([C@H:8]([NH2:10])[CH3:9])=[CH:4][CH:3]=1.Br[CH2:12][C:13]([O:15][CH3:16])=[O:14].C(N(CC)CC)C. Given the product [Br:1][C:2]1[CH:7]=[CH:6][C:5]([C@H:8]([NH:10][CH2:12][C:13]([O:15][CH3:16])=[O:14])[CH3:9])=[CH:4][CH:3]=1, predict the reactants needed to synthesize it. (6) Given the product [Br:1][C:2]1[CH:7]=[CH:6][C:5]([C:8]2[N:12]([C:13]3[CH:18]=[CH:17][CH:16]=[CH:15][C:14]=3[C:19]([F:21])([F:20])[F:22])[N:11]=[C:10]([C:33]([OH:32])([CH3:34])[CH3:27])[CH:9]=2)=[CH:4][CH:3]=1, predict the reactants needed to synthesize it. The reactants are: [Br:1][C:2]1[CH:7]=[CH:6][C:5]([C:8]2[N:12]([C:13]3[CH:18]=[CH:17][CH:16]=[CH:15][C:14]=3[C:19]([F:22])([F:21])[F:20])[N:11]=[C:10](C(OC)=O)[CH:9]=2)=[CH:4][CH:3]=1.[CH3:27][Mg]Br.CC[O:32][CH2:33][CH3:34].